Dataset: Reaction yield outcomes from USPTO patents with 853,638 reactions. Task: Predict the reaction yield, written as a fraction of the theoretical maximum amount of product (1.0 means a 100% yield; for example, 0.34 means a 34% yield). (1) The reactants are [Cl:1][C:2]1[C:3](Cl)=[C:4]2[N:10]=[C:9]([C:11]3[CH:16]=[CH:15][C:14]([O:17][CH2:18][CH2:19][N:20]4[CH2:25][CH2:24][O:23][CH2:22][CH2:21]4)=[CH:13][CH:12]=3)[NH:8][C:5]2=[N:6][CH:7]=1.[OH:27][CH2:28][CH2:29][N:30]1[CH2:34][CH2:33][CH2:32][CH2:31]1.[H-].[Na+]. The catalyst is CC#N. The product is [Cl:1][C:2]1[C:3]([O:27][CH2:28][CH2:29][N:30]2[CH2:34][CH2:33][CH2:32][CH2:31]2)=[C:4]2[NH:10][C:9]([C:11]3[CH:16]=[CH:15][C:14]([O:17][CH2:18][CH2:19][N:20]4[CH2:21][CH2:22][O:23][CH2:24][CH2:25]4)=[CH:13][CH:12]=3)=[N:8][C:5]2=[N:6][CH:7]=1. The yield is 0.500. (2) The catalyst is ClCCl. The yield is 0.720. The product is [Cl:25][C:24]1[C:19]([N:16]2[CH2:15][CH2:14][N:13]([CH2:12][CH2:11][C@H:8]3[CH2:9][CH2:10][C@H:5]([NH:4][C:39]([NH:38][CH2:36][CH3:37])=[O:40])[CH2:6][CH2:7]3)[CH2:18][CH2:17]2)=[N:20][C:21]([NH:27][CH3:28])=[N:22][C:23]=1[Cl:26]. The reactants are Cl.Cl.Cl.[NH2:4][C@H:5]1[CH2:10][CH2:9][C@H:8]([CH2:11][CH2:12][N:13]2[CH2:18][CH2:17][N:16]([C:19]3[C:24]([Cl:25])=[C:23]([Cl:26])[N:22]=[C:21]([NH:27][CH3:28])[N:20]=3)[CH2:15][CH2:14]2)[CH2:7][CH2:6]1.C(N(CC)CC)C.[CH2:36]([N:38]=[C:39]=[O:40])[CH3:37]. (3) The reactants are [CH3:1][N:2]1[CH2:7][CH2:6][N:5]([CH2:8][C:9]2[CH:17]=[CH:16][C:12]([C:13](O)=[O:14])=[CH:11][C:10]=2[C:18]([F:21])([F:20])[F:19])[CH2:4][CH2:3]1.F[P-](F)(F)(F)(F)F.N1(OC(N(C)C)=[N+](C)C)C2N=CC=CC=2N=N1.[NH2:46][C:47]1[CH:48]=[C:49]([C:54]2[CH:63]=[C:62]3[C:57]([CH:58]=[C:59]([NH:64][C:65]([CH:67]4[CH2:69][CH2:68]4)=[O:66])[N:60]=[CH:61]3)=[CH:56][CH:55]=2)[C:50]([CH3:53])=[N:51][CH:52]=1.C(N(CC)C(C)C)(C)C. The catalyst is CN(C)C=O.C(OCC)(=O)C.O. The product is [CH:67]1([C:65]([NH:64][C:59]2[N:60]=[CH:61][C:62]3[C:57]([CH:58]=2)=[CH:56][CH:55]=[C:54]([C:49]2[CH:48]=[C:47]([NH:46][C:13](=[O:14])[C:12]4[CH:16]=[CH:17][C:9]([CH2:8][N:5]5[CH2:6][CH2:7][N:2]([CH3:1])[CH2:3][CH2:4]5)=[C:10]([C:18]([F:21])([F:19])[F:20])[CH:11]=4)[CH:52]=[N:51][C:50]=2[CH3:53])[CH:63]=3)=[O:66])[CH2:68][CH2:69]1. The yield is 0.0110. (4) The reactants are [C:1]([O:5][C:6]([C:8]1[CH:9]=[C:10]([C:14]2[CH:19]=[CH:18][N+:17]([O-])=[CH:16][C:15]=2[CH3:21])[CH:11]=[CH:12][CH:13]=1)=[O:7])([CH3:4])([CH3:3])[CH3:2].CC1C=CC(S(Cl)(=O)=O)=CC=1.C(C[NH2:36])O. The catalyst is N1C=CC=CC=1.C(#N)C. The product is [NH2:36][C:18]1[CH:19]=[C:14]([C:10]2[CH:9]=[C:8]([CH:13]=[CH:12][CH:11]=2)[C:6]([O:5][C:1]([CH3:4])([CH3:3])[CH3:2])=[O:7])[C:15]([CH3:21])=[CH:16][N:17]=1. The yield is 0.363. (5) The reactants are [CH3:1][C:2]1[CH:7]=[CH:6][C:5]([NH:8][C:9]2[CH:14]=[CH:13][CH:12]=[CH:11][C:10]=2[N+:15]([O-])=O)=[CH:4][CH:3]=1. The catalyst is C(O)C.[Pd]. The product is [CH3:1][C:2]1[CH:7]=[CH:6][C:5]([NH:8][C:9]2[C:10]([NH2:15])=[CH:11][CH:12]=[CH:13][CH:14]=2)=[CH:4][CH:3]=1. The yield is 0.900. (6) The reactants are [F:1][C:2]1[C:32]([F:33])=[CH:31][C:5]2[NH:6][C:7]([CH2:9][CH:10]3[CH2:15][CH2:14][CH2:13][CH2:12][N:11]3[C:16]([C:18]3[N:19]=[C:20]([CH3:30])[S:21][C:22]=3[C:23]3[CH:28]=[CH:27][C:26]([F:29])=[CH:25][CH:24]=3)=[O:17])=[N:8][C:4]=2[CH:3]=1.[H-].[Na+].Br[CH2:37][CH2:38][O:39][CH3:40].C(N(CC)C(C)C)(C)C. The catalyst is CN(C=O)C.[I-].[K+]. The product is [F:1][C:2]1[C:32]([F:33])=[CH:31][C:5]2[N:6]([CH2:37][CH2:38][O:39][CH3:40])[C:7]([CH2:9][CH:10]3[CH2:15][CH2:14][CH2:13][CH2:12][N:11]3[C:16]([C:18]3[N:19]=[C:20]([CH3:30])[S:21][C:22]=3[C:23]3[CH:28]=[CH:27][C:26]([F:29])=[CH:25][CH:24]=3)=[O:17])=[N:8][C:4]=2[CH:3]=1. The yield is 0.650.